Dataset: Full USPTO retrosynthesis dataset with 1.9M reactions from patents (1976-2016). Task: Predict the reactants needed to synthesize the given product. (1) Given the product [CH3:19][O:20][C:21]1[CH:22]=[C:23]([NH:29][C:30]2[N:32]=[CH:4][C:5]3[CH2:11][C:10](=[O:12])[NH:9][C:8]4[CH:13]=[C:14]([CH3:17])[CH:15]=[CH:16][C:7]=4[C:6]=3[N:31]=2)[CH:24]=[CH:25][C:26]=1[O:27][CH3:28], predict the reactants needed to synthesize it. The reactants are: CN([CH:4]=[C:5]1[CH2:11][C:10](=[O:12])[NH:9][C:8]2[CH:13]=[C:14]([CH3:17])[CH:15]=[CH:16][C:7]=2[C:6]1=O)C.[CH3:19][O:20][C:21]1[CH:22]=[C:23]([NH:29][C:30]([NH2:32])=[NH:31])[CH:24]=[CH:25][C:26]=1[O:27][CH3:28]. (2) Given the product [CH3:16][N:12]([CH2:13][CH2:14][CH3:15])[C:11]([C@@H:9]1[CH2:10][C@H:8]1[C:6]([OH:7])=[O:5])=[O:17], predict the reactants needed to synthesize it. The reactants are: [OH-].[Li+].C([O:5][C:6]([C@@H:8]1[CH2:10][C@H:9]1[C:11](=[O:17])[N:12]([CH3:16])[CH2:13][CH2:14][CH3:15])=[O:7])C.